Task: Regression. Given two drug SMILES strings and cell line genomic features, predict the synergy score measuring deviation from expected non-interaction effect.. Dataset: NCI-60 drug combinations with 297,098 pairs across 59 cell lines Cell line: SF-539. Drug 2: COCCOC1=C(C=C2C(=C1)C(=NC=N2)NC3=CC=CC(=C3)C#C)OCCOC.Cl. Drug 1: CC1=C(C=C(C=C1)NC(=O)C2=CC=C(C=C2)CN3CCN(CC3)C)NC4=NC=CC(=N4)C5=CN=CC=C5. Synergy scores: CSS=19.1, Synergy_ZIP=-1.21, Synergy_Bliss=-3.55, Synergy_Loewe=-3.16, Synergy_HSA=-0.150.